From a dataset of HIV replication inhibition screening data with 41,000+ compounds from the AIDS Antiviral Screen. Binary Classification. Given a drug SMILES string, predict its activity (active/inactive) in a high-throughput screening assay against a specified biological target. (1) The compound is C=CCCC(=O)N1CCC(C(=O)OCC)C1=O. The result is 0 (inactive). (2) The drug is C[N+]1(C)CCCC1C(=O)[O-]. The result is 0 (inactive). (3) The drug is COc1cc(NCc2ccc3nc(-c4ccccc4)c(N)nc3c2)cc(OC)c1OC. The result is 0 (inactive).